From a dataset of Peptide-MHC class II binding affinity with 134,281 pairs from IEDB. Regression. Given a peptide amino acid sequence and an MHC pseudo amino acid sequence, predict their binding affinity value. This is MHC class II binding data. (1) The peptide sequence is EKKYFAATQDEPLAA. The MHC is HLA-DQA10301-DQB10302 with pseudo-sequence HLA-DQA10301-DQB10302. The binding affinity (normalized) is 0.304. (2) The binding affinity (normalized) is 0.136. The MHC is DRB1_0301 with pseudo-sequence DRB1_0301. The peptide sequence is SMGDDHFWAVRGGGGESFGI. (3) The peptide sequence is MARFTSTLTRLVKRP. The MHC is DRB1_0401 with pseudo-sequence DRB1_0401. The binding affinity (normalized) is 0.781. (4) The peptide sequence is GELQIVDKIDAAFYI. The MHC is DRB1_0802 with pseudo-sequence DRB1_0802. The binding affinity (normalized) is 0.528. (5) The peptide sequence is SQPLELSWNLNGLQAY. The binding affinity (normalized) is 0.660. The MHC is HLA-DQA10101-DQB10501 with pseudo-sequence HLA-DQA10101-DQB10501. (6) The peptide sequence is IEHYLQGSEQLEFVR. The MHC is DRB1_0101 with pseudo-sequence DRB1_0101. The binding affinity (normalized) is 0.472. (7) The peptide sequence is NRQIMDNSAKYVEHD. The MHC is DRB1_1201 with pseudo-sequence DRB1_1201. The binding affinity (normalized) is 0.354.